Dataset: Peptide-MHC class II binding affinity with 134,281 pairs from IEDB. Task: Regression. Given a peptide amino acid sequence and an MHC pseudo amino acid sequence, predict their binding affinity value. This is MHC class II binding data. (1) The peptide sequence is EAGKESCFCYFDCSK. The MHC is HLA-DPA10201-DPB10101 with pseudo-sequence HLA-DPA10201-DPB10101. The binding affinity (normalized) is 0.242. (2) The binding affinity (normalized) is 0.453. The peptide sequence is VADAYITLVTLPKSS. The MHC is HLA-DQA10501-DQB10301 with pseudo-sequence HLA-DQA10501-DQB10301.